From a dataset of Full USPTO retrosynthesis dataset with 1.9M reactions from patents (1976-2016). Predict the reactants needed to synthesize the given product. (1) The reactants are: [Br:1][C:2]1[C:3]([C:9]([F:15])([F:14])[C:10]([F:13])([F:12])[F:11])=[N:4][N:5]([CH2:7]Cl)[CH:6]=1.[F:16][C:17]([F:26])([F:25])[CH2:18][CH2:19][CH:20]([C:23]#[N:24])[C:21]#[N:22].C(=O)([O-])[O-].[K+].[K+].O. Given the product [Br:1][C:2]1[C:3]([C:9]([F:15])([F:14])[C:10]([F:13])([F:12])[F:11])=[N:4][N:5]([CH2:7][C:20]([CH2:19][CH2:18][C:17]([F:16])([F:25])[F:26])([C:21]#[N:22])[C:23]#[N:24])[CH:6]=1, predict the reactants needed to synthesize it. (2) Given the product [NH2:7][C:8]1[N:13]=[CH:12][C:11]([C:14]([NH:15][C:16]2[N:25]3[CH2:26][CH2:27][N:28]=[C:24]3[C:23]3[CH:22]=[CH:21][C:20]([O:29][CH2:30][CH2:31][CH2:32][S:33]([N:36]4[CH2:37][CH2:38][O:39][CH2:40][CH2:41]4)(=[O:35])=[O:34])=[C:19]([O:42][CH3:43])[C:18]=3[N:17]=2)=[O:44])=[CH:10][N:9]=1, predict the reactants needed to synthesize it. The reactants are: C(OC(=O)[NH:7][C:8]1[N:13]=[CH:12][C:11]([C:14](=[O:44])[NH:15][C:16]2[N:25]3[CH2:26][CH2:27][N:28]=[C:24]3[C:23]3[CH:22]=[CH:21][C:20]([O:29][CH2:30][CH2:31][CH2:32][S:33]([N:36]4[CH2:41][CH2:40][O:39][CH2:38][CH2:37]4)(=[O:35])=[O:34])=[C:19]([O:42][CH3:43])[C:18]=3[N:17]=2)=[CH:10][N:9]=1)(C)(C)C.C(O)(C(F)(F)F)=O. (3) The reactants are: [CH3:1][C:2]1[CH:7]=[C:6]([CH3:8])[NH:5][C:4](=[O:9])[C:3]=1[CH2:10][NH:11][C:12]([C:14]1[C:15]([CH3:36])=[C:16]([CH:19]([C@H:22]2[CH2:27][CH2:26][C@H:25]([NH:28]C(=O)OC(C)(C)C)[CH2:24][CH2:23]2)[CH2:20][CH3:21])[S:17][CH:18]=1)=[O:13].Cl.O1CCOCC1. Given the product [NH2:28][C@H:25]1[CH2:24][CH2:23][C@H:22]([CH:19]([C:16]2[S:17][CH:18]=[C:14]([C:12]([NH:11][CH2:10][C:3]3[C:4](=[O:9])[NH:5][C:6]([CH3:8])=[CH:7][C:2]=3[CH3:1])=[O:13])[C:15]=2[CH3:36])[CH2:20][CH3:21])[CH2:27][CH2:26]1, predict the reactants needed to synthesize it. (4) Given the product [F:18][C:19]1[CH:24]=[CH:23][C:22]([C:2]2[C:7](=[O:8])[N:6]([CH:9]([C:11](=[O:13])[CH3:12])[CH3:10])[CH:5]=[C:4]([C:14]([O:16][CH3:17])=[O:15])[CH:3]=2)=[CH:21][CH:20]=1, predict the reactants needed to synthesize it. The reactants are: Br[C:2]1[C:7](=[O:8])[N:6]([CH:9]([C:11](=[O:13])[CH3:12])[CH3:10])[CH:5]=[C:4]([C:14]([O:16][CH3:17])=[O:15])[CH:3]=1.[F:18][C:19]1[CH:24]=[CH:23][C:22](B(O)O)=[CH:21][CH:20]=1.[Na+].[Na+].[Na+].P(C1C=C(S([O-])(=O)=O)C=CC=1)(C1C=C(S([O-])(=O)=O)C=CC=1)C1C=C(S([O-])(=O)=O)C=CC=1.C(NC(C)C)(C)C.C(=O)(O)[O-].[Na+].